From a dataset of Catalyst prediction with 721,799 reactions and 888 catalyst types from USPTO. Predict which catalyst facilitates the given reaction. (1) Reactant: [NH2:1][C:2]1[CH:7]=[CH:6][C:5]([SH:8])=[CH:4][CH:3]=1.Br[CH:10]([CH2:16][CH2:17][CH3:18])[C:11]([O:13][CH2:14][CH3:15])=[O:12]. Product: [NH2:1][C:2]1[CH:7]=[CH:6][C:5]([S:8][CH:10]([CH2:16][CH2:17][CH3:18])[C:11]([O:13][CH2:14][CH3:15])=[O:12])=[CH:4][CH:3]=1. The catalyst class is: 42. (2) Reactant: [CH:1]([O:4][C:5]1[CH:10]=[CH:9][C:8]([NH:11][C:12]([C@H:14]2[C@H:19]3[CH2:20][CH2:21][C@H:16]([CH2:17][N:18]3[S:22]([C:25]3[N:26]=[CH:27][N:28]([CH3:30])[CH:29]=3)(=[O:24])=[O:23])[CH2:15]2)=[O:13])=[CH:7][CH:6]=1)([CH3:3])[CH3:2].CCCCCC. Product: [CH:1]([O:4][C:5]1[CH:6]=[CH:7][C:8]([NH:11][C:12]([CH:14]2[CH:19]3[CH2:20][CH2:21][CH:16]([CH2:17][N:18]3[S:22]([C:25]3[N:26]=[CH:27][N:28]([CH3:30])[CH:29]=3)(=[O:23])=[O:24])[CH2:15]2)=[O:13])=[CH:9][CH:10]=1)([CH3:3])[CH3:2]. The catalyst class is: 32.